This data is from Reaction yield outcomes from USPTO patents with 853,638 reactions. The task is: Predict the reaction yield, written as a fraction of the theoretical maximum amount of product (1.0 means a 100% yield; for example, 0.34 means a 34% yield). (1) The reactants are O[C:2]1([C:22]2[N:27]=[C:26]3[O:28][CH2:29][O:30][C:25]3=[CH:24][C:23]=2[OH:31])[C:10]2[C:5](=[CH:6][CH:7]=[CH:8][CH:9]=2)[N:4]([CH2:11][C:12]2[O:13][C:14]([C:17]([F:20])([F:19])[F:18])=[CH:15][CH:16]=2)[C:3]1=[O:21].C([SiH](CC)CC)C.FC(F)(F)C(O)=O. The catalyst is ClCCl. The product is [OH:31][C:23]1[CH:24]=[C:25]2[O:30][CH2:29][O:28][C:26]2=[N:27][C:22]=1[CH:2]1[C:10]2[C:5](=[CH:6][CH:7]=[CH:8][CH:9]=2)[N:4]([CH2:11][C:12]2[O:13][C:14]([C:17]([F:18])([F:20])[F:19])=[CH:15][CH:16]=2)[C:3]1=[O:21]. The yield is 0.870. (2) The catalyst is C(Cl)Cl. The product is [Br:1][C:2]1[CH:3]=[N:4][N:5]([CH3:18])[C:6]=1[C:7]1[CH:8]=[C:9]([C:15]([NH:19][C@@H:20]([CH2:33][C:34]2[CH:39]=[CH:38][CH:37]=[CH:36][C:35]=2[C:40]([F:43])([F:41])[F:42])[CH2:21][N:22]2[C:30](=[O:31])[C:29]3[C:24](=[CH:25][CH:26]=[CH:27][CH:28]=3)[C:23]2=[O:32])=[O:17])[S:10][C:11]=1[CH2:12][CH2:13][CH3:14]. The reactants are [Br:1][C:2]1[CH:3]=[N:4][N:5]([CH3:18])[C:6]=1[C:7]1[CH:8]=[C:9]([C:15]([OH:17])=O)[S:10][C:11]=1[CH2:12][CH2:13][CH3:14].[NH2:19][C@@H:20]([CH2:33][C:34]1[CH:39]=[CH:38][CH:37]=[CH:36][C:35]=1[C:40]([F:43])([F:42])[F:41])[CH2:21][N:22]1[C:30](=[O:31])[C:29]2[C:24](=[CH:25][CH:26]=[CH:27][CH:28]=2)[C:23]1=[O:32].C(N(C(C)C)CC)(C)C.F[P-](F)(F)(F)(F)F.Br[P+](N1CCCC1)(N1CCCC1)N1CCCC1. The yield is 0.720. (3) The reactants are [NH2:1][C@@H:2]([CH3:18])[CH2:3][N:4]1[CH:8]=[CH:7][C:6]([C:9]2[CH:16]=[CH:15][C:12]([C:13]#[N:14])=[C:11]([Cl:17])[CH:10]=2)=[N:5]1.[OH:19][C:20]1([C:25]2[O:29][N:28]=[C:27]([C:30](O)=[O:31])[CH:26]=2)[CH2:24][CH2:23][CH2:22][CH2:21]1. No catalyst specified. The product is [Cl:17][C:11]1[CH:10]=[C:9]([C:6]2[CH:7]=[CH:8][N:4]([CH2:3][C@@H:2]([NH:1][C:30]([C:27]3[CH:26]=[C:25]([C:20]4([OH:19])[CH2:24][CH2:23][CH2:22][CH2:21]4)[O:29][N:28]=3)=[O:31])[CH3:18])[N:5]=2)[CH:16]=[CH:15][C:12]=1[C:13]#[N:14]. The yield is 0.232. (4) The yield is 0.350. The product is [CH2:9]([O:8][C:6]([C:5]1[C:11]([S:19][CH3:20])=[N:12][C:13]2[C:14]([C:4]=1[OH:21])=[CH:15][CH:16]=[CH:17][CH:18]=2)=[O:7])[CH3:10]. The catalyst is ClC1C=CC=CC=1Cl. The reactants are C(O[C:4](=[O:21])[C:5](=[C:11]([S:19][CH3:20])[NH:12][C:13]1[CH:18]=[CH:17][CH:16]=[CH:15][CH:14]=1)[C:6]([O:8][CH2:9][CH3:10])=[O:7])C. (5) The reactants are [O:1]1[C:10]2[C:5](=[CH:6][CH:7]=[C:8]([OH:11])[CH:9]=2)[CH2:4][CH2:3][CH2:2]1.C([Mg]Cl)(C)C.[C:17]1([CH:23]([C:35]2[CH:40]=[CH:39][CH:38]=[CH:37][CH:36]=2)[N:24]2[C:32]3[C:27](=[CH:28][CH:29]=[CH:30][CH:31]=3)[C:26](=[O:33])[C:25]2=[O:34])[CH:22]=[CH:21][CH:20]=[CH:19][CH:18]=1. The catalyst is O1CCCC1.ClCCl.[Cl-].[NH4+]. The product is [C:35]1([CH:23]([C:17]2[CH:22]=[CH:21][CH:20]=[CH:19][CH:18]=2)[N:24]2[C:32]3[C:27](=[CH:28][CH:29]=[CH:30][CH:31]=3)[C:26]([OH:33])([C:7]3[CH:6]=[C:5]4[C:10](=[CH:9][C:8]=3[OH:11])[O:1][CH2:2][CH2:3][CH2:4]4)[C:25]2=[O:34])[CH:36]=[CH:37][CH:38]=[CH:39][CH:40]=1. The yield is 0.810. (6) The reactants are [CH3:1][N:2]1[CH2:7][CH2:6][N:5]([CH2:8][CH2:9][O:10][C:11]2[CH:18]=[CH:17][C:14]([CH:15]=O)=[CH:13][CH:12]=2)[CH2:4][CH2:3]1.[CH3:19][N:20]([CH3:40])[C:21]([C@@H:23]1[C@H:28]([NH:29][C:30]2[C:35]([Cl:36])=[CH:34][N:33]=[C:32]([NH2:37])[C:31]=2[NH2:38])[C@@H:27]2[CH2:39][C@H:24]1[CH:25]=[CH:26]2)=[O:22].C([O-])(=O)C.[NH4+]. No catalyst specified. The product is [CH3:19][N:20]([CH3:40])[C:21]([C@@H:23]1[C@H:28]([NH:29][C:30]2[C:35]([Cl:36])=[CH:34][N:33]=[C:32]3[NH:37][C:15]([C:14]4[CH:17]=[CH:18][C:11]([O:10][CH2:9][CH2:8][N:5]5[CH2:6][CH2:7][N:2]([CH3:1])[CH2:3][CH2:4]5)=[CH:12][CH:13]=4)=[N:38][C:31]=23)[C@@H:27]2[CH2:39][C@H:24]1[CH:25]=[CH:26]2)=[O:22]. The yield is 0.280. (7) The reactants are [N+:1]([C:4]1[CH:9]=[CH:8][N:7]=[CH:6][C:5]=1[C:10]1[CH:15]=[CH:14][C:13]([CH2:16][CH2:17][CH2:18]O)=[CH:12][CH:11]=1)([O-:3])=[O:2].C(N(S(F)(F)[F:26])CC)C. The catalyst is C(Cl)Cl. The product is [F:26][CH2:18][CH2:17][CH2:16][C:13]1[CH:14]=[CH:15][C:10]([C:5]2[CH:6]=[N:7][CH:8]=[CH:9][C:4]=2[N+:1]([O-:3])=[O:2])=[CH:11][CH:12]=1. The yield is 0.200.